From a dataset of Full USPTO retrosynthesis dataset with 1.9M reactions from patents (1976-2016). Predict the reactants needed to synthesize the given product. (1) Given the product [F:20][C:21]([F:31])([F:32])[C:22]1[CH:23]=[C:24]([NH:28][C:29](=[O:30])[NH:1][C:2]2[CH:3]=[CH:4][C:5]([C:8]3[C:16]4[C:11](=[N:12][CH:13]=[CH:14][CH:15]=4)[NH:10][C:9]=3[C:17]([NH2:19])=[O:18])=[CH:6][CH:7]=2)[CH:25]=[CH:26][CH:27]=1, predict the reactants needed to synthesize it. The reactants are: [NH2:1][C:2]1[CH:7]=[CH:6][C:5]([C:8]2[C:16]3[C:11](=[N:12][CH:13]=[CH:14][CH:15]=3)[NH:10][C:9]=2[C:17]([NH2:19])=[O:18])=[CH:4][CH:3]=1.[F:20][C:21]([F:32])([F:31])[C:22]1[CH:23]=[C:24]([N:28]=[C:29]=[O:30])[CH:25]=[CH:26][CH:27]=1. (2) Given the product [C:1]([C:5]1[CH:6]=[C:7]2[C:12](=[C:13]([F:15])[CH:14]=1)[C:11](=[O:16])[N:10]([C:17]1[C:18]([CH2:19][OH:20])=[C:21]([C:25]3[CH:30]=[C:29]([NH:31][C:32]4[CH:37]=[CH:36][C:35]([C:38]([N:40]5[CH2:45][CH2:44][O:43][CH2:42][C@@H:41]5[CH3:46])=[O:39])=[CH:34][N:33]=4)[C:28](=[O:47])[N:27]([CH3:48])[CH:26]=3)[CH:22]=[CH:23][N:24]=1)[N:9]=[CH:8]2)([CH3:3])([CH3:2])[CH3:4], predict the reactants needed to synthesize it. The reactants are: [C:1]([C:5]1[CH:6]=[C:7]2[C:12](=[C:13]([F:15])[CH:14]=1)[C:11](=[O:16])[N:10]([C:17]1[N:24]=[CH:23][CH:22]=[C:21]([C:25]3[CH:30]=[C:29]([NH:31][C:32]4[CH:37]=[CH:36][C:35]([C:38]([N:40]5[CH2:45][CH2:44][O:43][CH2:42][C@@H:41]5[CH3:46])=[O:39])=[CH:34][N:33]=4)[C:28](=[O:47])[N:27]([CH3:48])[CH:26]=3)[C:18]=1[CH:19]=[O:20])[N:9]=[CH:8]2)([CH3:4])([CH3:3])[CH3:2].[BH4-].[Na+]. (3) Given the product [CH3:30][C:10]1[N:9]=[C:8]([C:4]2[CH:3]=[C:2](/[C:37](/[C:31]3[CH:36]=[CH:35][CH:34]=[CH:33][CH:32]=3)=[CH:38]\[C:39]([NH2:41])=[O:40])[CH:7]=[CH:6][CH:5]=2)[N:16]2[C:11]=1[CH:12]=[N:13][C:14]([NH:17][C:18]1[CH:23]=[C:22]([O:24][CH3:25])[C:21]([O:26][CH3:27])=[C:20]([O:28][CH3:29])[CH:19]=1)=[N:15]2, predict the reactants needed to synthesize it. The reactants are: Br[C:2]1[CH:3]=[C:4]([C:8]2[N:16]3[C:11]([CH:12]=[N:13][C:14]([NH:17][C:18]4[CH:23]=[C:22]([O:24][CH3:25])[C:21]([O:26][CH3:27])=[C:20]([O:28][CH3:29])[CH:19]=4)=[N:15]3)=[C:10]([CH3:30])[N:9]=2)[CH:5]=[CH:6][CH:7]=1.[C:31]1(/[CH:37]=[CH:38]/[C:39]([NH2:41])=[O:40])[CH:36]=[CH:35][CH:34]=[CH:33][CH:32]=1.C(=O)([O-])[O-].[K+].[K+].C(N(C(C)C)CC)(C)C. (4) Given the product [F:1][CH:2]([F:12])[O:3][C:4]1[CH:10]=[CH:9][CH:8]=[C:6]([N:7]=[C:14]=[O:16])[C:5]=1[CH3:11], predict the reactants needed to synthesize it. The reactants are: [F:1][CH:2]([F:12])[O:3][C:4]1[C:5]([CH3:11])=[C:6]([CH:8]=[CH:9][CH:10]=1)[NH2:7].Cl[C:14](Cl)([O:16]C(=O)OC(Cl)(Cl)Cl)Cl.